Dataset: Reaction yield outcomes from USPTO patents with 853,638 reactions. Task: Predict the reaction yield, written as a fraction of the theoretical maximum amount of product (1.0 means a 100% yield; for example, 0.34 means a 34% yield). (1) The reactants are [NH2:1][OH:2].Cl.N1C=CC=CC=1.C[O:11][C:12]([C:16]1[S:17][C:18]([CH:21]=O)=[CH:19][N:20]=1)(OC)[CH3:13].C1(C)C=CC=CC=1. The catalyst is O. The product is [C:12]([C:16]1[S:17][C:18]([CH:21]=[N:1][OH:2])=[CH:19][N:20]=1)(=[O:11])[CH3:13]. The yield is 0.592. (2) The reactants are [CH3:1][O:2][C:3]1[CH:4]=[C:5]([CH:7]=[CH:8][CH:9]=1)[NH2:6].[N:10]([O-])=O.[Na+].C([O-])(=O)C.[Na+].[C:19]([CH2:22][C:23](=[O:25])[CH3:24])(=[O:21])[CH3:20]. The catalyst is C(O)(=O)C.Cl.O.C(O)C. The product is [CH3:1][O:2][C:3]1[CH:4]=[C:5]([NH:6][N:10]=[C:22]([C:23](=[O:25])[CH3:24])[C:19](=[O:21])[CH3:20])[CH:7]=[CH:8][CH:9]=1. The yield is 0.440. (3) The yield is 0.780. The reactants are FC(F)(F)S(O[C:7]1[C:8]2[S:23](=[O:25])(=[O:24])[CH2:22][CH2:21][CH2:20][C:9]=2[N:10]=[C:11]([C:13]2[CH:18]=[CH:17][CH:16]=[C:15]([Cl:19])[CH:14]=2)[N:12]=1)(=O)=O.[NH2:28][C:29]1[CH:34]=[CH:33][C:32]([CH2:35][C:36]([O:38][CH2:39][CH3:40])=[O:37])=[CH:31][CH:30]=1. No catalyst specified. The product is [Cl:19][C:15]1[CH:14]=[C:13]([C:11]2[N:12]=[C:7]([NH:28][C:29]3[CH:30]=[CH:31][C:32]([CH2:35][C:36]([O:38][CH2:39][CH3:40])=[O:37])=[CH:33][CH:34]=3)[C:8]3[S:23](=[O:25])(=[O:24])[CH2:22][CH2:21][CH2:20][C:9]=3[N:10]=2)[CH:18]=[CH:17][CH:16]=1. (4) The reactants are [C:1]([C:3]1[C:8]([CH3:9])=[CH:7][CH:6]=[CH:5][C:4]=1[S:10]([NH2:13])(=[O:12])=[O:11])#[N:2].CO[CH:16](OC)[N:17]([CH3:19])[CH3:18]. The catalyst is C1(C)C=CC=CC=1. The product is [C:1]([C:3]1[C:8]([CH3:9])=[CH:7][CH:6]=[CH:5][C:4]=1[S:10]([N:13]=[CH:16][N:17]([CH3:19])[CH3:18])(=[O:12])=[O:11])#[N:2]. The yield is 0.260. (5) The reactants are C([O-])([O-])=O.[Cs+].[Cs+].Cl[C:8]1[C:13]([C:14]([O:16][CH2:17][CH3:18])=[O:15])=[CH:12][N:11]=[CH:10][CH:9]=1.[Br:19][C:20]1[CH:25]=[CH:24][C:23]([OH:26])=[CH:22][CH:21]=1. The catalyst is CN(C=O)C. The product is [Br:19][C:20]1[CH:25]=[CH:24][C:23]([O:26][C:8]2[C:13]([C:14]([O:16][CH2:17][CH3:18])=[O:15])=[CH:12][N:11]=[CH:10][CH:9]=2)=[CH:22][CH:21]=1. The yield is 0.914. (6) The reactants are [C:1]([O:5][C:6](=[O:13])[NH:7][C@H:8]1[CH2:11][C@H:10](O)[CH2:9]1)([CH3:4])([CH3:3])[CH3:2].CCN(C(C)C)C(C)C.CS(Cl)(=O)=O.S([O-])(=O)(=O)C.[F:33][C:34]([F:43])([F:42])[C:35]1[CH:36]=[C:37]([SH:41])[CH:38]=[CH:39][CH:40]=1.C([O-])([O-])=O.[K+].[K+]. The catalyst is C(Cl)Cl.CN(C=O)C. The product is [C:1]([O:5][C:6](=[O:13])[NH:7][C@H:8]1[CH2:11][C@@H:10]([S:41][C:37]2[CH:38]=[CH:39][CH:40]=[C:35]([C:34]([F:33])([F:42])[F:43])[CH:36]=2)[CH2:9]1)([CH3:4])([CH3:3])[CH3:2]. The yield is 0.710.